This data is from Forward reaction prediction with 1.9M reactions from USPTO patents (1976-2016). The task is: Predict the product of the given reaction. The product is: [N:40]1([S:45]([N:15]2[C:16]3[CH:17]=[CH:18][C:10]([C:8]([N:5]4[CH2:6][CH2:7][CH:2]([CH3:1])[CH2:3][CH2:4]4)=[O:9])=[CH:11][C:12]=3[C:13]3[CH2:22][N:21]([C:23]([O:25][C:26]([CH3:28])([CH3:27])[CH3:29])=[O:24])[CH2:20][CH2:19][C:14]2=3)(=[O:47])=[O:46])[CH:44]=[CH:43][N:42]=[CH:41]1. Given the reactants [CH3:1][CH:2]1[CH2:7][CH2:6][N:5]([C:8]([C:10]2[CH:18]=[CH:17][C:16]3[NH:15][C:14]4[CH2:19][CH2:20][N:21]([C:23]([O:25][C:26]([CH3:29])([CH3:28])[CH3:27])=[O:24])[CH2:22][C:13]=4[C:12]=3[CH:11]=2)=[O:9])[CH2:4][CH2:3]1.[H-].[Na+].[O-]S(C(F)(F)F)(=O)=O.[N:40]1([S:45](N2C=C[N+](C)=C2)(=[O:47])=[O:46])[CH:44]=[CH:43][N:42]=[CH:41]1, predict the reaction product.